Regression. Given two drug SMILES strings and cell line genomic features, predict the synergy score measuring deviation from expected non-interaction effect. From a dataset of NCI-60 drug combinations with 297,098 pairs across 59 cell lines. Cell line: SF-539. Drug 1: CC1=C(C=C(C=C1)C(=O)NC2=CC(=CC(=C2)C(F)(F)F)N3C=C(N=C3)C)NC4=NC=CC(=N4)C5=CN=CC=C5. Synergy scores: CSS=41.9, Synergy_ZIP=-5.40, Synergy_Bliss=-1.08, Synergy_Loewe=-13.4, Synergy_HSA=2.01. Drug 2: CC1=C(N=C(N=C1N)C(CC(=O)N)NCC(C(=O)N)N)C(=O)NC(C(C2=CN=CN2)OC3C(C(C(C(O3)CO)O)O)OC4C(C(C(C(O4)CO)O)OC(=O)N)O)C(=O)NC(C)C(C(C)C(=O)NC(C(C)O)C(=O)NCCC5=NC(=CS5)C6=NC(=CS6)C(=O)NCCC[S+](C)C)O.